Dataset: Forward reaction prediction with 1.9M reactions from USPTO patents (1976-2016). Task: Predict the product of the given reaction. Given the reactants Cl[CH2:2][CH2:3][C:4]([C:6]1[CH:7]=[C:8]2[C:12](=[CH:13][CH:14]=1)[C:11]([CH3:16])([CH3:15])[C:10](=[O:17])[C:9]2([CH3:19])[CH3:18])=[O:5].Cl.[N:21]1([C:27]2[C:31]3[CH:32]=[CH:33][CH:34]=[CH:35][C:30]=3[O:29][N:28]=2)[CH2:26][CH2:25][NH:24][CH2:23][CH2:22]1.C(=O)([O-])[O-].[K+].[K+].[I-].[Na+], predict the reaction product. The product is: [O:29]1[C:30]2[CH:35]=[CH:34][CH:33]=[CH:32][C:31]=2[C:27]([N:21]2[CH2:22][CH2:23][N:24]([CH2:2][CH2:3][C:4]([C:6]3[CH:7]=[C:8]4[C:12](=[CH:13][CH:14]=3)[C:11]([CH3:16])([CH3:15])[C:10](=[O:17])[C:9]4([CH3:19])[CH3:18])=[O:5])[CH2:25][CH2:26]2)=[N:28]1.